From a dataset of Full USPTO retrosynthesis dataset with 1.9M reactions from patents (1976-2016). Predict the reactants needed to synthesize the given product. Given the product [F:14][C:15]1[CH:20]=[CH:19][C:18]([C:21]2[N:26]3[N:27]=[C:28]([NH:30][CH:10]4[CH2:11][CH2:12][N:7]([C:5]5[S:4][N:3]=[C:2]([CH3:1])[N:6]=5)[CH2:8][CH2:9]4)[N:29]=[C:25]3[CH:24]=[CH:23][CH:22]=2)=[CH:17][CH:16]=1, predict the reactants needed to synthesize it. The reactants are: [CH3:1][C:2]1[N:6]=[C:5]([N:7]2[CH2:12][CH2:11][C:10](=O)[CH2:9][CH2:8]2)[S:4][N:3]=1.[F:14][C:15]1[CH:20]=[CH:19][C:18]([C:21]2[N:26]3[N:27]=[C:28]([NH2:30])[N:29]=[C:25]3[CH:24]=[CH:23][CH:22]=2)=[CH:17][CH:16]=1.NC1C=CC=C(Br)N=1.